Dataset: Reaction yield outcomes from USPTO patents with 853,638 reactions. Task: Predict the reaction yield, written as a fraction of the theoretical maximum amount of product (1.0 means a 100% yield; for example, 0.34 means a 34% yield). (1) The reactants are Cl[C:2]1[C:3]2[CH2:11][CH2:10][N:9]([C:12]([O:14][C:15]([CH3:18])([CH3:17])[CH3:16])=[O:13])[CH2:8][C:4]=2[N:5]=[CH:6][N:7]=1.[NH:19]1[CH:23]=[N:22][CH:21]=[N:20]1.CCN(C(C)C)C(C)C. The catalyst is C(#N)C. The product is [N:19]1[N:20]=[CH:21][N:22]([C:2]2[C:3]3[CH2:11][CH2:10][N:9]([C:12]([O:14][C:15]([CH3:18])([CH3:17])[CH3:16])=[O:13])[CH2:8][C:4]=3[N:5]=[CH:6][N:7]=2)[CH:23]=1. The yield is 0.340. (2) The reactants are [C:1]([NH:8][C@@H:9]([C:17](O)=O)[CH2:10][C:11]1[CH:16]=[CH:15][CH:14]=[CH:13][CH:12]=1)([O:3]C(C)(C)C)=O.CC[Al](Cl)[CH2:23][CH3:24].[CH:26]1[CH:27]=[CH:28]C2N(O)N=N[C:30]=2[CH:31]=1.[CH3:36][O:37][C:38]1[CH:43]=[CH:42][CH:41]=[CH:40][C:39]=1[CH:44]1[CH2:49][CH2:48][NH:47][CH2:46][CH2:45]1.C[N+]1([O-])CCOCC1. The catalyst is CN(C=O)C.C(OCC)(=O)C. The product is [CH2:10]([C@@H:9]([NH:8][C:1]([C:23]1([CH3:24])[CH2:28][CH2:27][CH2:26][CH2:31][CH2:30]1)=[O:3])[CH2:17][N:47]1[CH2:48][CH2:49][CH:44]([C:39]2[CH:40]=[CH:41][CH:42]=[CH:43][C:38]=2[O:37][CH3:36])[CH2:45][CH2:46]1)[C:11]1[CH:12]=[CH:13][CH:14]=[CH:15][CH:16]=1. The yield is 1.00. (3) The reactants are O=P(Cl)(Cl)Cl.[N+:6]([C:9]1[CH:14]=[CH:13][CH:12]=[CH:11][C:10]=1[C:15]1[N:16]=[C:17]2[CH:22]=[CH:21][CH:20]=[CH:19][N:18]2[CH:23]=1)([O-:8])=[O:7].CN([CH:27]=[O:28])C. The catalyst is [OH-].[Na+]. The product is [N+:6]([C:9]1[CH:14]=[CH:13][CH:12]=[CH:11][C:10]=1[C:15]1[N:16]=[C:17]2[CH:22]=[CH:21][CH:20]=[CH:19][N:18]2[C:23]=1[CH:27]=[O:28])([O-:8])=[O:7]. The yield is 0.920. (4) The reactants are [C:1]([P:6](Cl)[C:7]([CH2:10][CH3:11])([CH3:9])[CH3:8])([CH2:4][CH3:5])([CH3:3])[CH3:2].[CH:13]1(Cl)[CH2:18][CH2:17][CH2:16][CH2:15][CH2:14]1.[Mg].S(=O)(=O)(O)O. The catalyst is O1CCCC1.[Cu]Cl.C1(C)C=CC=CC=1. The product is [C:1]([P:6]([C:7]([CH2:10][CH3:11])([CH3:9])[CH3:8])[CH:13]1[CH2:18][CH2:17][CH2:16][CH2:15][CH2:14]1)([CH2:4][CH3:5])([CH3:3])[CH3:2]. The yield is 0.902.